From a dataset of Forward reaction prediction with 1.9M reactions from USPTO patents (1976-2016). Predict the product of the given reaction. (1) Given the reactants [F:1][C:2]1[C:3]([CH2:14][N:15]([CH3:23])[C:16](=[O:22])[O:17][C:18]([CH3:21])([CH3:20])[CH3:19])=[CH:4][NH:5][C:6]=1[C:7]1[C:8]([F:13])=[N:9][CH:10]=[CH:11][CH:12]=1.[H-].[Na+].C1OCCOCCOCCOCCOC1.[F:41][C:42]1[CH:47]=[CH:46][CH:45]=[C:44]([F:48])[C:43]=1[S:49](Cl)(=[O:51])=[O:50], predict the reaction product. The product is: [F:41][C:42]1[CH:47]=[CH:46][CH:45]=[C:44]([F:48])[C:43]=1[S:49]([N:5]1[C:6]([C:7]2[C:8]([F:13])=[N:9][CH:10]=[CH:11][CH:12]=2)=[C:2]([F:1])[C:3]([CH2:14][N:15]([CH3:23])[C:16](=[O:22])[O:17][C:18]([CH3:19])([CH3:20])[CH3:21])=[CH:4]1)(=[O:51])=[O:50]. (2) Given the reactants [C:1]([O:5][C:6](=[O:27])[C:7]([S:10][C:11]1[S:12][CH:13]=[C:14]([CH2:16][C:17]([NH:19][CH2:20][CH2:21][CH2:22][CH2:23][CH2:24][CH2:25][CH3:26])=O)[N:15]=1)([CH3:9])[CH3:8])([CH3:4])([CH3:3])[CH3:2].CO, predict the reaction product. The product is: [C:1]([O:5][C:6](=[O:27])[C:7]([S:10][C:11]1[S:12][CH:13]=[C:14]([CH2:16][CH2:17][NH:19][CH2:20][CH2:21][CH2:22][CH2:23][CH2:24][CH2:25][CH3:26])[N:15]=1)([CH3:9])[CH3:8])([CH3:4])([CH3:3])[CH3:2].